From a dataset of Forward reaction prediction with 1.9M reactions from USPTO patents (1976-2016). Predict the product of the given reaction. (1) Given the reactants C(N(CC)CC)C.[C:8]([C@H:12]1[CH2:17][CH2:16][C@H:15]([O:18][C:19]2[CH:28]=[C:27]3[C:22]([CH:23]=[C:24]([CH:29]=O)[N:25]=[CH:26]3)=[CH:21][CH:20]=2)[CH2:14][CH2:13]1)([CH3:11])([CH3:10])[CH3:9].[NH:31]1[CH2:36][CH2:35][CH:34]([C:37]([O:39][CH2:40][CH3:41])=[O:38])[CH2:33][CH2:32]1.C(O[BH-](OC(=O)C)OC(=O)C)(=O)C.[Na+], predict the reaction product. The product is: [CH2:40]([O:39][C:37]([CH:34]1[CH2:35][CH2:36][N:31]([CH2:29][C:24]2[N:25]=[CH:26][C:21]3[C:22]([CH:23]=2)=[CH:27][CH:28]=[C:19]([O:18][C@H:15]2[CH2:14][CH2:13][C@H:12]([C:8]([CH3:11])([CH3:9])[CH3:10])[CH2:17][CH2:16]2)[CH:20]=3)[CH2:32][CH2:33]1)=[O:38])[CH3:41]. (2) Given the reactants Cl[C:2]1[C:7]([CH2:8][N:9]([CH3:20])[C@@H:10]2[C:19]3[C:14](=[CH:15][CH:16]=[CH:17][CH:18]=3)[CH2:13][CH2:12][CH2:11]2)=[C:6]([CH2:21][CH3:22])[CH:5]=[C:4]([C:23]2[C:28]([CH2:29][CH3:30])=[CH:27][CH:26]=[CH:25][C:24]=2[CH2:31][CH3:32])[N:3]=1.CN.[CH3:35][N:36]1C(=O)CCC1.O, predict the reaction product. The product is: [CH2:31]([C:24]1[CH:25]=[CH:26][CH:27]=[C:28]([CH2:29][CH3:30])[C:23]=1[C:4]1[N:3]=[C:2]([NH:36][CH3:35])[C:7]([CH2:8][N:9]([CH3:20])[C@@H:10]2[C:19]3[C:14](=[CH:15][CH:16]=[CH:17][CH:18]=3)[CH2:13][CH2:12][CH2:11]2)=[C:6]([CH2:21][CH3:22])[CH:5]=1)[CH3:32].